Predict which catalyst facilitates the given reaction. From a dataset of Catalyst prediction with 721,799 reactions and 888 catalyst types from USPTO. (1) Reactant: C[Al](C)C.[CH:5]([NH2:8])([CH3:7])[CH3:6].CO[C:11]([C:13]1[CH:18]=[C:17]([N:19]2[CH2:24][CH2:23][N:22]([C:25]([O:27][C:28]([CH3:31])([CH3:30])[CH3:29])=[O:26])[CH2:21][CH2:20]2)[N:16]=[C:15]([C:32]2[CH:37]=[CH:36][N:35]=[C:34]([Cl:38])[CH:33]=2)[CH:14]=1)=[O:12]. Product: [C:28]([O:27][C:25]([N:22]1[CH2:21][CH2:20][N:19]([C:17]2[N:16]=[C:15]([C:32]3[CH:37]=[CH:36][N:35]=[C:34]([Cl:38])[CH:33]=3)[CH:14]=[C:13]([C:11](=[O:12])[NH:8][CH:5]([CH3:7])[CH3:6])[CH:18]=2)[CH2:24][CH2:23]1)=[O:26])([CH3:29])([CH3:30])[CH3:31]. The catalyst class is: 11. (2) Reactant: [Br-].[CH3:2][N+:3]1([CH2:10][CH2:11][CH3:12])[CH2:8][CH2:7][CH2:6][CH:5]([CH3:9])[CH2:4]1.[F:13][S:14]([N-:17][S:18]([F:21])(=[O:20])=[O:19])(=[O:16])=[O:15].[K+]. Product: [F:13][S:14]([N-:17][S:18]([F:21])(=[O:20])=[O:19])(=[O:16])=[O:15].[CH3:2][N+:3]1([CH2:10][CH2:11][CH3:12])[CH2:8][CH2:7][CH2:6][CH:5]([CH3:9])[CH2:4]1. The catalyst class is: 6. (3) Reactant: [CH3:1][N:2]([CH3:16])[CH2:3][CH2:4][CH2:5][O:6][C:7]1[CH:12]=[CH:11][C:10]([N+:13]([O-])=O)=[CH:9][CH:8]=1. Product: [CH3:16][N:2]([CH3:1])[CH2:3][CH2:4][CH2:5][O:6][C:7]1[CH:8]=[CH:9][C:10]([NH2:13])=[CH:11][CH:12]=1. The catalyst class is: 29. (4) Reactant: [Br:1][C:2]1[C:3]([OH:12])=[C:4]([C:8]([O:10][CH3:11])=[O:9])[S:5][C:6]=1Br.CC1(C)COB([C:20]2[N:24]([CH3:25])[N:23]=[CH:22][CH:21]=2)OC1.C([O-])([O-])=O.[K+].[K+]. Product: [Br:1][C:2]1[C:3]([OH:12])=[C:4]([C:8]([O:10][CH3:11])=[O:9])[S:5][C:6]=1[C:20]1[N:24]([CH3:25])[N:23]=[CH:22][CH:21]=1. The catalyst class is: 70. (5) Reactant: Br[C:2]1[CH:7]=[CH:6][C:5]([C:8]([F:11])([F:10])[F:9])=[CH:4][C:3]=1[C:12]1[CH:17]=[CH:16][N:15]=[CH:14][CH:13]=1.[B:18](OC(C)C)([O:23]C(C)C)[O:19]C(C)C.C([Li])CCC. Product: [N:15]1[CH:16]=[CH:17][C:12]([C:3]2[CH:4]=[C:5]([C:8]([F:11])([F:10])[F:9])[CH:6]=[CH:7][C:2]=2[B:18]([OH:23])[OH:19])=[CH:13][CH:14]=1. The catalyst class is: 28. (6) Reactant: [C:1]([N:4]1[C:13]2[C:8](=[CH:9][CH:10]=[CH:11][CH:12]=2)[C@H:7]([NH:14]C(=O)OCC2C=CC=CC=2)[C@@H:6]([CH3:25])[C@@H:5]1[CH:26]1[CH2:29][CH2:28][CH2:27]1)(=[O:3])[CH3:2]. Product: [NH2:14][C@H:7]1[C:8]2[C:13](=[CH:12][CH:11]=[CH:10][CH:9]=2)[N:4]([C:1](=[O:3])[CH3:2])[C@@H:5]([CH:26]2[CH2:29][CH2:28][CH2:27]2)[C@@H:6]1[CH3:25]. The catalyst class is: 19. (7) Reactant: Cl.[C:2](=[NH:7])([O:4][CH2:5][CH3:6])[CH3:3].C(N(CC)CC)C.[CH:15]1[C:24]2[C:19](=[CH:20][CH:21]=[CH:22][CH:23]=2)[CH:18]=[CH:17][C:16]=1[C:25](Cl)=[O:26]. Product: [CH2:5]([O:4][C:2](=[N:7][C:25]([C:16]1[CH:17]=[CH:18][C:19]2[C:24](=[CH:23][CH:22]=[CH:21][CH:20]=2)[CH:15]=1)=[O:26])[CH3:3])[CH3:6]. The catalyst class is: 11.